From a dataset of NCI-60 drug combinations with 297,098 pairs across 59 cell lines. Regression. Given two drug SMILES strings and cell line genomic features, predict the synergy score measuring deviation from expected non-interaction effect. (1) Drug 1: C1CN1C2=NC(=NC(=N2)N3CC3)N4CC4. Drug 2: CCN(CC)CCCC(C)NC1=C2C=C(C=CC2=NC3=C1C=CC(=C3)Cl)OC. Cell line: IGROV1. Synergy scores: CSS=18.4, Synergy_ZIP=-4.55, Synergy_Bliss=-1.33, Synergy_Loewe=-6.63, Synergy_HSA=-1.64. (2) Drug 1: CC(C)(C#N)C1=CC(=CC(=C1)CN2C=NC=N2)C(C)(C)C#N. Drug 2: C1CC(=O)NC(=O)C1N2C(=O)C3=CC=CC=C3C2=O. Cell line: K-562. Synergy scores: CSS=-2.88, Synergy_ZIP=4.15, Synergy_Bliss=1.78, Synergy_Loewe=-0.593, Synergy_HSA=-3.58. (3) Drug 2: CN1C(=O)N2C=NC(=C2N=N1)C(=O)N. Synergy scores: CSS=65.3, Synergy_ZIP=1.84, Synergy_Bliss=3.09, Synergy_Loewe=-48.1, Synergy_HSA=0.628. Cell line: K-562. Drug 1: CCC1=CC2CC(C3=C(CN(C2)C1)C4=CC=CC=C4N3)(C5=C(C=C6C(=C5)C78CCN9C7C(C=CC9)(C(C(C8N6C)(C(=O)OC)O)OC(=O)C)CC)OC)C(=O)OC.C(C(C(=O)O)O)(C(=O)O)O.